From a dataset of Catalyst prediction with 721,799 reactions and 888 catalyst types from USPTO. Predict which catalyst facilitates the given reaction. Reactant: C([O:8][C:9]1[C:10](=[O:26])[O:11][C@H:12]([C@H:22]([OH:25])[CH2:23][OH:24])[C:13]=1[O:14]CC1C=CC=CC=1)C1C=CC=CC=1.[OH-].[Na+].[N:29]1[N:30]([C:38]2[CH:43]=[C:42]([CH2:44]Br)[CH:41]=[CH:40][C:39]=2[OH:46])[N:31]=[C:32]2[CH:37]=[CH:36][CH:35]=[CH:34][C:33]=12. Product: [N:29]1[N:30]([C:38]2[CH:43]=[C:42]([CH:41]=[CH:40][C:39]=2[OH:46])[CH2:44][O:24][CH2:23][C@H:22]([C@H:12]2[O:11][C:10](=[O:26])[C:9]([OH:8])=[C:13]2[OH:14])[OH:25])[N:31]=[C:32]2[CH:37]=[CH:36][CH:35]=[CH:34][C:33]=12. The catalyst class is: 123.